This data is from CYP2C19 inhibition data for predicting drug metabolism from PubChem BioAssay. The task is: Regression/Classification. Given a drug SMILES string, predict its absorption, distribution, metabolism, or excretion properties. Task type varies by dataset: regression for continuous measurements (e.g., permeability, clearance, half-life) or binary classification for categorical outcomes (e.g., BBB penetration, CYP inhibition). Dataset: cyp2c19_veith. The compound is Cc1ccc(-c2c3c(nc4sc(C(N)=O)c(N)c24)CCC3)cc1. The result is 1 (inhibitor).